This data is from NCI-60 drug combinations with 297,098 pairs across 59 cell lines. The task is: Regression. Given two drug SMILES strings and cell line genomic features, predict the synergy score measuring deviation from expected non-interaction effect. (1) Drug 1: CC1=CC=C(C=C1)C2=CC(=NN2C3=CC=C(C=C3)S(=O)(=O)N)C(F)(F)F. Drug 2: C1C(C(OC1N2C=NC3=C(N=C(N=C32)Cl)N)CO)O. Cell line: K-562. Synergy scores: CSS=23.3, Synergy_ZIP=-0.907, Synergy_Bliss=6.92, Synergy_Loewe=-20.8, Synergy_HSA=3.69. (2) Drug 1: CNC(=O)C1=CC=CC=C1SC2=CC3=C(C=C2)C(=NN3)C=CC4=CC=CC=N4. Drug 2: C1=NC(=NC(=O)N1C2C(C(C(O2)CO)O)O)N. Cell line: M14. Synergy scores: CSS=-4.36, Synergy_ZIP=1.24, Synergy_Bliss=-0.0858, Synergy_Loewe=-6.06, Synergy_HSA=-4.10. (3) Drug 1: CN(C(=O)NC(C=O)C(C(C(CO)O)O)O)N=O. Cell line: SR. Synergy scores: CSS=55.3, Synergy_ZIP=-0.657, Synergy_Bliss=-0.908, Synergy_Loewe=-22.0, Synergy_HSA=-0.999. Drug 2: C1CNP(=O)(OC1)N(CCCl)CCCl. (4) Drug 1: CCN(CC)CCCC(C)NC1=C2C=C(C=CC2=NC3=C1C=CC(=C3)Cl)OC. Drug 2: C1CN(P(=O)(OC1)NCCCl)CCCl. Cell line: SN12C. Synergy scores: CSS=16.8, Synergy_ZIP=-1.90, Synergy_Bliss=0.926, Synergy_Loewe=-59.0, Synergy_HSA=-1.32. (5) Drug 1: CC1C(C(=O)NC(C(=O)N2CCCC2C(=O)N(CC(=O)N(C(C(=O)O1)C(C)C)C)C)C(C)C)NC(=O)C3=C4C(=C(C=C3)C)OC5=C(C(=O)C(=C(C5=N4)C(=O)NC6C(OC(=O)C(N(C(=O)CN(C(=O)C7CCCN7C(=O)C(NC6=O)C(C)C)C)C)C(C)C)C)N)C. Drug 2: CC1=C(C(CCC1)(C)C)C=CC(=CC=CC(=CC(=O)O)C)C. Cell line: CAKI-1. Synergy scores: CSS=46.9, Synergy_ZIP=-6.46, Synergy_Bliss=-9.13, Synergy_Loewe=-18.9, Synergy_HSA=-2.99. (6) Drug 1: CS(=O)(=O)CCNCC1=CC=C(O1)C2=CC3=C(C=C2)N=CN=C3NC4=CC(=C(C=C4)OCC5=CC(=CC=C5)F)Cl. Drug 2: COC1=C2C(=CC3=C1OC=C3)C=CC(=O)O2. Cell line: UO-31. Synergy scores: CSS=7.53, Synergy_ZIP=-1.31, Synergy_Bliss=2.56, Synergy_Loewe=-5.34, Synergy_HSA=-0.503. (7) Drug 1: COC1=C2C(=CC3=C1OC=C3)C=CC(=O)O2. Drug 2: COCCOC1=C(C=C2C(=C1)C(=NC=N2)NC3=CC=CC(=C3)C#C)OCCOC.Cl. Cell line: SK-OV-3. Synergy scores: CSS=8.62, Synergy_ZIP=-4.53, Synergy_Bliss=-4.86, Synergy_Loewe=-10.6, Synergy_HSA=-5.29.